From a dataset of Forward reaction prediction with 1.9M reactions from USPTO patents (1976-2016). Predict the product of the given reaction. (1) Given the reactants [Cl:1][C:2]1[CH:7]=[C:6]([O:8][C:9]2[CH:10]=[N:11][C:12]([N+:16]([O-])=O)=[CH:13][C:14]=2[CH3:15])[CH:5]=[CH:4][N:3]=1.[Cl-].[NH4+], predict the reaction product. The product is: [Cl:1][C:2]1[CH:7]=[C:6]([O:8][C:9]2[C:14]([CH3:15])=[CH:13][C:12]([NH2:16])=[N:11][CH:10]=2)[CH:5]=[CH:4][N:3]=1. (2) Given the reactants [CH3:1]C(C)([O-])C.[K+].[NH2:7][C:8]1[C:23]([N+:24]([O-:26])=[O:25])=[CH:22][CH:21]=[CH:20][C:9]=1[O:10][CH2:11][C:12]([C:14]1[CH:19]=[CH:18][CH:17]=[CH:16][N:15]=1)=O, predict the reaction product. The product is: [N+:24]([C:23]1[CH:22]=[CH:21][CH:20]=[C:9]([O:10][CH2:11][C:12]([C:14]2[CH:19]=[CH:18][CH:17]=[CH:16][N:15]=2)=[CH2:1])[C:8]=1[NH2:7])([O-:26])=[O:25]. (3) Given the reactants Br[CH2:2][C:3]1[CH:8]=[CH:7][C:6]([C:9](=[O:27])[CH2:10][N:11]2[CH:16]=[CH:15][C:14]([O:17][CH2:18][C:19]3[CH:24]=[CH:23][C:22]([Br:25])=[CH:21][N:20]=3)=[CH:13][C:12]2=[O:26])=[C:5]([CH3:28])[CH:4]=1.Cl.[OH:30][CH2:31][C@H:32]1[CH2:37][CH2:36][CH2:35][CH2:34][NH:33]1.C([O-])([O-])=O.[K+].[K+], predict the reaction product. The product is: [Br:25][C:22]1[CH:23]=[CH:24][C:19]([CH2:18][O:17][C:14]2[CH:15]=[CH:16][N:11]([CH2:10][C:9]([C:6]3[CH:7]=[CH:8][C:3]([CH2:2][N:33]4[CH2:34][CH2:35][CH2:36][CH2:37][C@@H:32]4[CH2:31][OH:30])=[CH:4][C:5]=3[CH3:28])=[O:27])[C:12](=[O:26])[CH:13]=2)=[N:20][CH:21]=1. (4) Given the reactants [NH2:1][C:2]1[N:7]([CH3:8])[C:6](=[O:9])[CH:5]=[C:4]([CH2:10][CH2:11][C:12]2[CH:17]=[CH:16][CH:15]=[C:14](Br)[CH:13]=2)[N:3]=1.[Br:19]C1C=CC(CCC(O)=O)=CC=1, predict the reaction product. The product is: [NH2:1][C:2]1[N:7]([CH3:8])[C:6](=[O:9])[CH:5]=[C:4]([CH2:10][CH2:11][C:12]2[CH:17]=[CH:16][C:15]([Br:19])=[CH:14][CH:13]=2)[N:3]=1.